Dataset: Full USPTO retrosynthesis dataset with 1.9M reactions from patents (1976-2016). Task: Predict the reactants needed to synthesize the given product. The reactants are: [CH2:1]([O:3][CH2:4][CH2:5][O:6][C:7]1[CH:12]=[C:11]([CH3:13])[C:10]([C:14]2[CH:19]=[CH:18][CH:17]=[C:16]([CH2:20][O:21][C:22]3[CH:27]=[CH:26][C:25]([CH2:28][CH2:29][C:30](O)=[O:31])=[C:24]([F:33])[CH:23]=3)[CH:15]=2)=[C:9]([CH3:34])[CH:8]=1)[CH3:2].N.CO.Cl.C([N:41]=C=NCCCN)C.ON1C2C=CC=CC=2N=N1.C1CCN2C(=NCCC2)CC1.C(N(CC)CC)C.C(=O)([O-])O.[Na+]. Given the product [CH2:1]([O:3][CH2:4][CH2:5][O:6][C:7]1[CH:12]=[C:11]([CH3:13])[C:10]([C:14]2[CH:19]=[CH:18][CH:17]=[C:16]([CH2:20][O:21][C:22]3[CH:27]=[CH:26][C:25]([CH2:28][CH2:29][C:30]([NH2:41])=[O:31])=[C:24]([F:33])[CH:23]=3)[CH:15]=2)=[C:9]([CH3:34])[CH:8]=1)[CH3:2], predict the reactants needed to synthesize it.